This data is from Forward reaction prediction with 1.9M reactions from USPTO patents (1976-2016). The task is: Predict the product of the given reaction. (1) The product is: [CH2:13]([N:15]1[C:21](=[O:22])[C:20]([CH3:24])([CH3:23])[C:19](=[O:25])[N:18]([CH3:26])[C:17]2[CH:27]=[C:28]([O:31][CH2:32][CH2:33][CH2:34][N:35]([C:4]3[CH:3]=[CH:2][N:1]=[CH:6][CH:5]=3)[CH2:36][CH2:37][CH2:4][C:3]3[CH:2]=[N:1][CH:6]=[CH:9][CH:10]=3)[CH:29]=[CH:30][C:16]1=2)[CH3:14]. Given the reactants [N:1]1[CH:6]=[CH:5][C:4](C=O)=[CH:3][CH:2]=1.[C:9](O)(=O)[CH3:10].[CH2:13]([N:15]1[C:21](=[O:22])[C:20]([CH3:24])([CH3:23])[C:19](=[O:25])[N:18]([CH3:26])[C:17]2[CH:27]=[C:28]([O:31][CH2:32][CH2:33][CH2:34][NH:35][CH2:36][CH2:37]C3C=NC=CC=3)[CH:29]=[CH:30][C:16]1=2)[CH3:14].[Na], predict the reaction product. (2) The product is: [OH:12][C@H:11]1[C:9](=[O:10])[NH:8][C:3]2[CH:4]=[CH:5][CH:6]=[CH:7][C:2]=2[O:1][C@@H:13]1[C:14]1[CH:19]=[CH:18][CH:17]=[CH:16][CH:15]=1. Given the reactants [OH:1][C:2]1[CH:7]=[CH:6][CH:5]=[CH:4][C:3]=1[NH:8][C:9]([C@H:11]1[C@H:13]([C:14]2[CH:19]=[CH:18][CH:17]=[CH:16][CH:15]=2)[O:12]1)=[O:10], predict the reaction product. (3) Given the reactants [C:1]([O:5][C:6]([NH:8][CH:9]([C:22]1[CH:27]=[CH:26][CH:25]=[CH:24][CH:23]=1)[C:10]([O:12][CH:13]1[CH2:19][CH:18]2[N:20]([CH3:21])[CH:15]([CH2:16][CH2:17]2)[CH2:14]1)=[O:11])=[O:7])([CH3:4])([CH3:3])[CH3:2].[Br:28][CH2:29][C:30]([C:32]1[CH:37]=[CH:36][CH:35]=[CH:34][CH:33]=1)=[O:31], predict the reaction product. The product is: [Br-:28].[C:1]([O:5][C:6]([NH:8][CH:9]([C:22]1[CH:23]=[CH:24][CH:25]=[CH:26][CH:27]=1)[C:10]([O:12][CH:13]1[CH2:14][CH:15]2[N+:20]([CH3:21])([CH2:29][C:30](=[O:31])[C:32]3[CH:37]=[CH:36][CH:35]=[CH:34][CH:33]=3)[CH:18]([CH2:17][CH2:16]2)[CH2:19]1)=[O:11])=[O:7])([CH3:4])([CH3:2])[CH3:3].